Dataset: NCI-60 drug combinations with 297,098 pairs across 59 cell lines. Task: Regression. Given two drug SMILES strings and cell line genomic features, predict the synergy score measuring deviation from expected non-interaction effect. Drug 1: CC1=C(C(=CC=C1)Cl)NC(=O)C2=CN=C(S2)NC3=CC(=NC(=N3)C)N4CCN(CC4)CCO. Drug 2: CC1C(C(CC(O1)OC2CC(CC3=C2C(=C4C(=C3O)C(=O)C5=C(C4=O)C(=CC=C5)OC)O)(C(=O)CO)O)N)O.Cl. Cell line: SR. Synergy scores: CSS=49.1, Synergy_ZIP=2.77, Synergy_Bliss=2.80, Synergy_Loewe=-9.51, Synergy_HSA=1.63.